From a dataset of Peptide-MHC class II binding affinity with 134,281 pairs from IEDB. Regression. Given a peptide amino acid sequence and an MHC pseudo amino acid sequence, predict their binding affinity value. This is MHC class II binding data. The peptide sequence is APTGATTAAAGGYKV. The MHC is HLA-DQA10102-DQB10502 with pseudo-sequence HLA-DQA10102-DQB10502. The binding affinity (normalized) is 0.